Predict the reaction yield, written as a fraction of the theoretical maximum amount of product (1.0 means a 100% yield; for example, 0.34 means a 34% yield). From a dataset of Reaction yield outcomes from USPTO patents with 853,638 reactions. (1) No catalyst specified. The product is [C:1]([C:4]1[CH:26]=[CH:25][C:7]([O:8][CH2:9][C:10]2[CH:11]=[CH:12][C:13]([O:14][C:15]3[CH:22]=[CH:21][C:18]([C:19]([OH:38])=[O:31])=[CH:17][N:16]=3)=[CH:23][CH:24]=2)=[C:6]([CH2:27][CH2:28][CH3:29])[C:5]=1[OH:30])(=[O:3])[CH3:2]. The yield is 0.170. The reactants are [C:1]([C:4]1[CH:26]=[CH:25][C:7]([O:8][CH2:9][C:10]2[CH:24]=[CH:23][C:13]([O:14][C:15]3[CH:22]=[CH:21][C:18]([C:19]#N)=[CH:17][N:16]=3)=[CH:12][CH:11]=2)=[C:6]([CH2:27][CH2:28][CH3:29])[C:5]=1[OH:30])(=[O:3])[CH3:2].[OH-:31].[K+].C(O)(C)C.Cl.[OH2:38]. (2) The reactants are [CH3:1][N:2]1[CH:6]=[C:5]([C:7]2[C:11]([CH3:12])=[C:10]([NH2:13])[N:9]([C:14]3[CH:19]=[CH:18][CH:17]=[CH:16][CH:15]=3)[N:8]=2)[CH:4]=[N:3]1.[OH-].[Na+].[C:22](Cl)(=[O:30])[O:23][C:24]1[CH:29]=[CH:28][CH:27]=[CH:26][CH:25]=1. The catalyst is CCOC(C)=O. The product is [CH3:1][N:2]1[CH:6]=[C:5]([C:7]2[C:11]([CH3:12])=[C:10]([NH:13][C:22](=[O:30])[O:23][C:24]3[CH:29]=[CH:28][CH:27]=[CH:26][CH:25]=3)[N:9]([C:14]3[CH:19]=[CH:18][CH:17]=[CH:16][CH:15]=3)[N:8]=2)[CH:4]=[N:3]1. The yield is 0.814. (3) The reactants are [CH3:1][C:2]([CH3:20])([CH3:19])[C:3]([NH:5][C@@H:6]1[CH2:15][C:14]2[CH:13]=[C:12]([C:16]([OH:18])=O)[CH:11]=[CH:10][C:9]=2[CH2:8][CH2:7]1)=[O:4].CN(C=O)C.C(N(CC)C(C)C)(C)C.[O:35]1[CH2:40][CH2:39][CH2:38][CH2:37][CH:36]1[O:41][NH2:42]. The catalyst is O. The product is [CH3:19][C:2]([CH3:1])([CH3:20])[C:3]([NH:5][C@@H:6]1[CH2:15][C:14]2[CH:13]=[C:12]([C:16]([NH:42][O:41][CH:36]3[CH2:37][CH2:38][CH2:39][CH2:40][O:35]3)=[O:18])[CH:11]=[CH:10][C:9]=2[CH2:8][CH2:7]1)=[O:4]. The yield is 0.940. (4) The reactants are [Cl:1][C:2]1[S:3][C:4]2[C:5]([N:23]=1)=[CH:6][C:7]1[C:8]([CH3:22])=[CH:9][C:10]([CH3:21])([CH3:20])[N:11](C(=O)C(F)(F)F)[C:12]=1[CH:13]=2.[BH4-].[Na+]. The catalyst is CO.O. The product is [Cl:1][C:2]1[S:3][C:4]2[C:5]([N:23]=1)=[CH:6][C:7]1[C:8]([CH3:22])=[CH:9][C:10]([CH3:20])([CH3:21])[NH:11][C:12]=1[CH:13]=2. The yield is 0.670. (5) The reactants are [Cl:1][C:2]1[CH:7]=[CH:6][C:5]([S:8]([C:11]2[C:12]([CH3:18])=[C:13]([CH2:16][OH:17])[S:14][CH:15]=2)(=[O:10])=[O:9])=[CH:4][CH:3]=1.C[N+]1([O-])CCOCC1. The catalyst is C(Cl)Cl.[Ru]([O-])(=O)(=O)=O.C([N+](CCC)(CCC)CCC)CC. The product is [Cl:1][C:2]1[CH:3]=[CH:4][C:5]([S:8]([C:11]2[C:12]([CH3:18])=[C:13]([CH:16]=[O:17])[S:14][CH:15]=2)(=[O:10])=[O:9])=[CH:6][CH:7]=1. The yield is 0.820. (6) The catalyst is C1COCC1.O. The reactants are Cl.[O:2]1CCO[CH:3]1[C:7]1[CH:12]=[CH:11][C:10]([OH:13])=[C:9]([F:14])[CH:8]=1. The yield is 0.950. The product is [F:14][C:9]1[CH:8]=[C:7]([CH:12]=[CH:11][C:10]=1[OH:13])[CH:3]=[O:2]. (7) The reactants are IC.[Cl:3][C:4]1[N:8]=[CH:7][N:6]([C:9]2[CH:14]=[CH:13][C:12]([N+:15]([O-:17])=[O:16])=[CH:11][C:10]=2[OH:18])[N:5]=1.[OH-].[K+].[CH3:21]S(C)=O. The catalyst is O. The product is [Cl:3][C:4]1[N:8]=[CH:7][N:6]([C:9]2[CH:14]=[CH:13][C:12]([N+:15]([O-:17])=[O:16])=[CH:11][C:10]=2[O:18][CH3:21])[N:5]=1. The yield is 0.656. (8) The product is [CH:13]([C:8]1[CH:9]=[C:10]2[C:5](=[CH:6][CH:7]=1)[CH:4]=[C:3]([NH:2][CH3:1])[CH:12]=[CH:11]2)=[O:28]. The catalyst is C1(C)C=CC=CC=1. The yield is 0.890. The reactants are [CH3:1][NH:2][C:3]1[CH:4]=[C:5]2[C:10](=[CH:11][CH:12]=1)[CH:9]=[C:8]([C:13]#N)[CH:7]=[CH:6]2.[H-].C([Al+]CC(C)C)C(C)C.[Cl-].[NH4+].S(=O)(=O)(O)[OH:28].